Dataset: Catalyst prediction with 721,799 reactions and 888 catalyst types from USPTO. Task: Predict which catalyst facilitates the given reaction. (1) Reactant: [C:1]([N:4]1[CH2:9][CH2:8][CH:7]([C:10](N(OC)C)=[O:11])[CH2:6][CH2:5]1)(=[O:3])[CH3:2].[CH3:16][Mg]Br. Product: [N:4]1([C:1](=[O:3])[CH3:2])[CH2:5][CH2:6][CH:7]([C:10](=[O:11])[CH3:16])[CH2:8][CH2:9]1. The catalyst class is: 1. (2) Reactant: C([O:3][C:4]([C@H:6]1[C@H:11]([C:12]2[CH:17]=[CH:16][C:15]([F:18])=[CH:14][CH:13]=2)[CH2:10][C:9](=O)[N:8]([CH3:20])[C:7]1=O)=O)C.[H-].[H-].[H-].[H-].[Li+].[Al+3].[OH-].[Na+].[C@H](O)(C([O-])=O)[C@@H](O)C([O-])=O.[Na+].[K+]. Product: [F:18][C:15]1[CH:16]=[CH:17][C:12]([C@@H:11]2[CH2:10][CH2:9][N:8]([CH3:20])[CH2:7][C@H:6]2[CH2:4][OH:3])=[CH:13][CH:14]=1. The catalyst class is: 20. (3) Reactant: [CH:1](=[O:10])[C:2]1[C:3]([O:8][CH3:9])=[CH:4][CH:5]=[CH:6][CH:7]=1.[CH2:11]([C:13]1[CH:18]=[CH:17][C:16]([Mg]Br)=[CH:15][CH:14]=1)[CH3:12].[NH4+].[Cl-]. Product: [CH2:11]([C:13]1[CH:18]=[CH:17][C:16]([CH:1]([C:2]2[CH:7]=[CH:6][CH:5]=[CH:4][C:3]=2[O:8][CH3:9])[OH:10])=[CH:15][CH:14]=1)[CH3:12]. The catalyst class is: 1.